This data is from Experimentally validated miRNA-target interactions with 360,000+ pairs, plus equal number of negative samples. The task is: Binary Classification. Given a miRNA mature sequence and a target amino acid sequence, predict their likelihood of interaction. (1) Result: 0 (no interaction). The protein sequence of the target gene is MAATELRGVVGPGPAAIAAPGGGGAGPPAVGGGGGRGDAGPGPGVAAATAATAGGPGPGAGGVAAGGPGSAPPAAGSGGSGAGGSGSAREGWLFKWTNYIKGYQRRWFVLSNGLLSYYRSKAEMRHTCRGTINLATANITVEDSCNFIISNGGAQTYHLKASSEVERQRWVTALELAKAKAVKMLAESDDSGDEESVSQTDKTELQSTLRTLSSKVEDLSTCNDLIAKHGTALQRSLSELESLKLPAESNEKIKQVNERATLFRITSNAMINACRDFLMLAQTHSKKWQKSLQYERDQRI.... The miRNA is mmu-miR-382-5p with sequence GAAGUUGUUCGUGGUGGAUUCG. (2) The miRNA is hsa-miR-4716-5p with sequence UCCAUGUUUCCUUCCCCCUUCU. The protein sequence of the target gene is MAAQGEPGYLAAQSDPGSNSERSTDSPVPGSEDDLVAGATLHSPEWSEERFRVDRKKLEAMLQAAAEGKGRSGEDFFQKIMEETNTQIAWPSKLKIGAKSKKDPHIKVSGKKEDVKEAKEMIMSVLDTKSNRVTLKMDVSHTEHSHVIGKGGNNIKKVMEETGCHIHFPDSNRNNQAEKSNQVSIAGQPAGVESARVRIRELLPLVLMFELPIAGILQPVPDPNSPSIQHISQTYNISVSFKQRSRMYGATVIVRGSQNNTSAVKEGTAMLLEHLAGSLASAIPVSTQLDIAAQHHLFMM.... Result: 1 (interaction). (3) The miRNA is mmu-miR-199a-5p with sequence CCCAGUGUUCAGACUACCUGUUC. The protein sequence of the target gene is MESSKKMDAAGTLQPNPPLKLQPDRGAGSVLVPEQGGYKEKFVKTVEDKYKCEKCRLVLCNPKQTECGHRFCESCMAALLSSSSPKCTACQESIIKDKVFKDNCCKREILALQVYCRNEGRGCAEQLTLGHLLVHLKNECQFEELPCLRADCKEKVLRKDLRDHVEKACKYREATCSHCKSQVPMIKLQKHEDTDCPCVVVSCPHKCSVQTLLRSELSAHLSECVNAPSTCSFKRYGCVFQGTNQQIKAHEASSAVQHVNLLKEWSNSLEKKVSLLQNESVEKNKSIQSLHNQICSFEIE.... Result: 0 (no interaction). (4) The miRNA is hsa-miR-4279 with sequence CUCUCCUCCCGGCUUC. The protein sequence of the target gene is MILSSYNTIQSVFCCCCCCSVQKRQMRTQISLSTDEELPEKYTQRRRPWLSQLSNKKQSNTGRVQPSKRKPLPPLPPSEVAEEKIQVKALYDFLPREPCNLALRRAEEYLILEKYNPHWWKARDRLGNEGLIPSNYVTENKITNLEIYEWYHRNITRNQAEHLLRQESKEGAFIVRDSRHLGSYTISVFMGARRSTEAAIKHYQIKKNDSGQWYVAERHAFQSIPELIWYHQHNAAGLMTRLRYPVGLMGSCLPATAGFSYEKWEIDPSELAFIKEIGSGQFGVVHLGEWRSHIQVAIKA.... Result: 1 (interaction). (5) The protein sequence of the target gene is MGSQSSKAPRGDVTAEEAAGASPAKANGQENGHVRSNGDLTPKGEGESPPVNGTDEAAGATGDAIEPAPPSQEAEAKGEVAPKETPKKKKKFSFKKPFKLSGLSFKRNRKEGGGDSSASSPTEEEQEQGEMSACSDEGTAQEGKAAATPESQEPQAKGAEASAASKEGDTEEEAGPQAAEPSTPSGPESGPTPASAEQNE. Result: 0 (no interaction). The miRNA is hsa-miR-3689a-5p with sequence UGUGAUAUCAUGGUUCCUGGGA.